Predict the reactants needed to synthesize the given product. From a dataset of Full USPTO retrosynthesis dataset with 1.9M reactions from patents (1976-2016). The reactants are: [C:9](O[C:9]([O:11][C:12]([CH3:15])([CH3:14])[CH3:13])=[O:10])([O:11][C:12]([CH3:15])([CH3:14])[CH3:13])=[O:10].[NH2:16][C:17]1[CH:22]=[CH:21][C:20]([Br:23])=[CH:19][C:18]=1[NH2:24]. Given the product [Br:23][C:20]1[CH:21]=[CH:22][C:17]([NH:16][C:9](=[O:10])[O:11][C:12]([CH3:15])([CH3:14])[CH3:13])=[C:18]([NH:24][C:9](=[O:10])[O:11][C:12]([CH3:13])([CH3:14])[CH3:15])[CH:19]=1, predict the reactants needed to synthesize it.